From a dataset of Reaction yield outcomes from USPTO patents with 853,638 reactions. Predict the reaction yield, written as a fraction of the theoretical maximum amount of product (1.0 means a 100% yield; for example, 0.34 means a 34% yield). (1) The reactants are [C:1]([O:5][C:6]([N:8]1[CH2:13][CH2:12][NH:11][CH:10]([CH3:14])[CH2:9]1)=[O:7])([CH3:4])([CH3:3])[CH3:2].Br[C:16]1[CH:21]=[CH:20][C:19]([Cl:22])=[CH:18][CH:17]=1.CC(C)([O-])C.[Na+].C1C=CC(P(C2C(C3C(P(C4C=CC=CC=4)C4C=CC=CC=4)=CC=C4C=3C=CC=C4)=C3C(C=CC=C3)=CC=2)C2C=CC=CC=2)=CC=1. No catalyst specified. The product is [C:1]([O:5][C:6]([N:8]1[CH2:13][CH2:12][N:11]([C:16]2[CH:21]=[CH:20][C:19]([Cl:22])=[CH:18][CH:17]=2)[CH:10]([CH3:14])[CH2:9]1)=[O:7])([CH3:4])([CH3:2])[CH3:3]. The yield is 0.680. (2) The reactants are [C:1]([O:5][C:6]([N:8]1[C:12](=[O:13])[CH:11]([CH3:14])[CH2:10][C@H:9]1[C:15]([O:17][C:18]([CH3:21])([CH3:20])[CH3:19])=[O:16])=[O:7])([CH3:4])([CH3:3])[CH3:2].[CH3:22][Si](C)(C)[N-][Si](C)(C)C.[Li+].CI. The catalyst is O1CCCC1. The product is [C:1]([O:5][C:6]([N:8]1[C:12](=[O:13])[C:11]([CH3:22])([CH3:14])[CH2:10][C@H:9]1[C:15]([O:17][C:18]([CH3:20])([CH3:19])[CH3:21])=[O:16])=[O:7])([CH3:4])([CH3:2])[CH3:3]. The yield is 0.540. (3) The reactants are [NH2:1][C:2]1[N:6]([CH2:7][CH2:8][OH:9])[N:5]=[C:4]([C:10]([CH3:13])([CH3:12])[CH3:11])[CH:3]=1.[CH3:14][C:15]([Si:18](Cl)([CH3:20])[CH3:19])([CH3:17])[CH3:16].N1C=CN=C1.C(OCC)(=O)C. The catalyst is CN(C=O)C.O. The product is [C:10]([C:4]1[CH:3]=[C:2]([NH2:1])[N:6]([CH2:7][CH2:8][O:9][Si:18]([C:15]([CH3:17])([CH3:16])[CH3:14])([CH3:20])[CH3:19])[N:5]=1)([CH3:13])([CH3:12])[CH3:11]. The yield is 0.990. (4) The reactants are Br[C:2]1[CH:3]=[C:4]2[C:8](=[CH:9][C:10]=1[Cl:11])[NH:7][CH:6]=[C:5]2[C:12]([O:14][CH3:15])=[O:13].[C:16]1([C:25]2[CH:30]=[CH:29][CH:28]=[CH:27][CH:26]=2)[CH:21]=[CH:20][C:19](B(O)O)=[CH:18][CH:17]=1.C(=O)([O-])[O-].[K+].[K+].C(OCC)(=O)C. The catalyst is C1(C)C=CC=CC=1.C(O)C.C1C=CC(P(C2C=CC=CC=2)[C-]2C=CC=C2)=CC=1.C1C=CC(P(C2C=CC=CC=2)[C-]2C=CC=C2)=CC=1.Cl[Pd]Cl.[Fe+2].O. The product is [C:16]1([C:25]2[CH:26]=[CH:27][CH:28]=[CH:29][CH:30]=2)[CH:21]=[CH:20][C:19]([C:2]2[CH:3]=[C:4]3[C:8](=[CH:9][C:10]=2[Cl:11])[NH:7][CH:6]=[C:5]3[C:12]([O:14][CH3:15])=[O:13])=[CH:18][CH:17]=1. The yield is 0.350. (5) The reactants are [CH3:1][O:2][C:3](=[O:25])[C@H:4]([NH:14][C:15]([O:17][CH2:18][C:19]1[CH:24]=[CH:23][CH:22]=[CH:21][CH:20]=1)=[O:16])[CH2:5][C:6]1[CH:11]=[CH:10][C:9]([NH2:12])=[C:8]([NH2:13])[CH:7]=1.[C:26](O)(=O)[CH3:27].O.C(=O)(O)[O-].[Na+]. The catalyst is C(O)(=O)C. The product is [CH3:1][O:2][C:3](=[O:25])[C@H:4]([NH:14][C:15]([O:17][CH2:18][C:19]1[CH:24]=[CH:23][CH:22]=[CH:21][CH:20]=1)=[O:16])[CH2:5][C:6]1[CH:11]=[CH:10][C:9]2[NH:12][C:26]([CH3:27])=[N:13][C:8]=2[CH:7]=1. The yield is 0.950.